This data is from Catalyst prediction with 721,799 reactions and 888 catalyst types from USPTO. The task is: Predict which catalyst facilitates the given reaction. (1) Reactant: [N+:1]([O-:4])([OH:3])=[O:2].[NH2:5][C@H:6]([C:11]([OH:13])=[O:12])[CH2:7][CH:8]([CH3:10])[CH3:9].[N+:14]([O-:17])([OH:16])=[O:15].[NH2:18][C@H:19]([C:24]([OH:26])=[O:25])[CH2:20][CH:21]([CH3:23])[CH3:22]. Product: [N+:1]([O-:4])([OH:3])=[O:2].[N+:14]([O-:17])([OH:16])=[O:15].[NH2:5][C@H:6]([C:11]([OH:13])=[O:12])[CH2:7][CH:8]([CH3:10])[CH3:9].[N+:1]([O-:4])([OH:3])=[O:2].[N+:1]([O-:4])([OH:3])=[O:2].[N+:1]([O-:4])([OH:3])=[O:2].[NH2:18][C@H:19]([C:24]([OH:26])=[O:25])[CH2:20][CH:21]([CH3:23])[CH3:22]. The catalyst class is: 6. (2) Reactant: [C:1]([NH:4][CH2:5][CH2:6][CH2:7][S:8]([O:11][CH2:12][C:13]([CH3:23])([O:15]CC1C=CC=CC=1)[CH3:14])(=[O:10])=[O:9])(=[O:3])[CH3:2]. Product: [C:1]([NH:4][CH2:5][CH2:6][CH2:7][S:8]([O:11][CH2:12][C:13]([OH:15])([CH3:23])[CH3:14])(=[O:10])=[O:9])(=[O:3])[CH3:2]. The catalyst class is: 63.